The task is: Predict which catalyst facilitates the given reaction.. This data is from Catalyst prediction with 721,799 reactions and 888 catalyst types from USPTO. The catalyst class is: 5. Product: [ClH:49].[CH3:25][C:23]1[CH:22]=[CH:21][N:20]=[C:19]([N:13]2[C:12]3[CH:14]=[CH:15][CH:16]=[CH:17][C:11]=3[N:10]=[C:9]2/[CH:1]=[CH:2]/[C:3]2[CH:4]=[CH:5][CH:6]=[CH:7][CH:8]=2)[CH:24]=1. Reactant: [CH:1]([C:9]1[NH:13][C:12]2[CH:14]=[CH:15][CH:16]=[CH:17][C:11]=2[N:10]=1)=[CH:2][C:3]1[CH:8]=[CH:7][CH:6]=[CH:5][CH:4]=1.F[C:19]1[CH:24]=[C:23]([CH3:25])[CH:22]=[CH:21][N:20]=1.N1C=CC=CC=1N1C2C=CC=CC=2N=C1/C=C/C1C=CC=CC=1.[ClH:49].